This data is from Forward reaction prediction with 1.9M reactions from USPTO patents (1976-2016). The task is: Predict the product of the given reaction. Given the reactants [OH-].[Na+].[OH:3][NH:4][C:5](N)=[O:6].Br[CH:9]([CH:14](Br)[CH2:15][CH:16]([NH:21][C:22]1[C:27]([F:28])=[CH:26][N:25]=[C:24]([C:29]2[C:37]3[C:32](=[N:33][CH:34]=[C:35]([F:38])[CH:36]=3)[NH:31][CH:30]=2)[N:23]=1)[C:17]([CH3:20])([CH3:19])[CH3:18])C(OC)=O.CC(O)=O, predict the reaction product. The product is: [F:28][C:27]1[C:22]([NH:21][CH:16]([C:17]([CH3:20])([CH3:19])[CH3:18])[CH2:15][C:14]2[O:3][N:4]=[C:5]([OH:6])[CH:9]=2)=[N:23][C:24]([C:29]2[C:37]3[C:32](=[N:33][CH:34]=[C:35]([F:38])[CH:36]=3)[NH:31][CH:30]=2)=[N:25][CH:26]=1.